From a dataset of Forward reaction prediction with 1.9M reactions from USPTO patents (1976-2016). Predict the product of the given reaction. (1) Given the reactants [ClH:1].Cl.Br[C:4]1[CH:9]=[CH:8][C:7]([CH2:10][CH2:11][NH:12][C@@H:13]2[CH2:18][CH2:17][C@H:16]([NH:19][C:20]3[N:29]=[C:28]([N:30]([CH3:32])[CH3:31])[C:27]4[C:22](=[CH:23][CH:24]=[CH:25][CH:26]=4)[N:21]=3)[CH2:15][CH2:14]2)=[C:6]([O:33][C:34]([F:37])([F:36])[F:35])[CH:5]=1.Cl, predict the reaction product. The product is: [ClH:1].[ClH:1].[CH3:32][N:30]([CH3:31])[C:28]1[C:27]2[C:22](=[CH:23][CH:24]=[CH:25][CH:26]=2)[N:21]=[C:20]([NH:19][C@H:16]2[CH2:17][CH2:18][C@@H:13]([NH:12][CH2:11][CH2:10][C:7]3[CH:8]=[CH:9][CH:4]=[CH:5][C:6]=3[O:33][C:34]([F:37])([F:36])[F:35])[CH2:14][CH2:15]2)[N:29]=1. (2) Given the reactants C[O:2][C:3](=[O:23])[C:4]1[CH:9]=[CH:8][C:7]([NH:10][CH3:11])=[C:6]([O:12][CH2:13][CH2:14][C:15]2[CH:20]=[CH:19][C:18]([Cl:21])=[CH:17][C:16]=2[Cl:22])[CH:5]=1.O.O.[OH-].[Li+].Cl, predict the reaction product. The product is: [Cl:22][C:16]1[CH:17]=[C:18]([Cl:21])[CH:19]=[CH:20][C:15]=1[CH2:14][CH2:13][O:12][C:6]1[CH:5]=[C:4]([CH:9]=[CH:8][C:7]=1[NH:10][CH3:11])[C:3]([OH:23])=[O:2]. (3) Given the reactants [CH3:1][C:2]1[CH:24]=[CH:23][C:5]([C:6]([N:8]2[CH:15]3[CH:10]([CH2:11][CH2:12][N:13](C(OC(C)(C)C)=O)[CH2:14]3)[CH2:9]2)=[O:7])=[C:4]([N:25]2[CH:29]=[CH:28][N:27]=[N:26]2)[N:3]=1.C(O)(C(F)(F)F)=O, predict the reaction product. The product is: [C@H:15]12[N:8]([C:6]([C:5]3[C:4]([N:25]4[CH:29]=[CH:28][N:27]=[N:26]4)=[N:3][C:2]([CH3:1])=[CH:24][CH:23]=3)=[O:7])[CH2:9][C@H:10]1[CH2:11][CH2:12][NH:13][CH2:14]2. (4) Given the reactants C(O[C:4](=[O:35])[C:5]1[CH:10]=[CH:9][CH:8]=[CH:7][C:6]=1[NH:11][C:12]1[C:17]([Cl:18])=[CH:16][N:15]=[C:14]([NH:19][C:20]2[CH:34]=[CH:33][C:23]3[CH2:24][CH2:25][N:26]([CH2:29][CH2:30][O:31][CH3:32])[CH2:27][CH2:28][C:22]=3[CH:21]=2)[N:13]=1)C.[CH3:36][N:37]([CH3:43])[CH2:38][CH2:39][CH2:40][CH2:41][NH2:42], predict the reaction product. The product is: [Cl:18][C:17]1[C:12]([NH:11][C:6]2[CH:7]=[CH:8][CH:9]=[CH:10][C:5]=2[C:4]([NH:42][CH2:41][CH2:40][CH2:39][CH2:38][N:37]([CH3:43])[CH3:36])=[O:35])=[N:13][C:14]([NH:19][C:20]2[CH:34]=[CH:33][C:23]3[CH2:24][CH2:25][N:26]([CH2:29][CH2:30][O:31][CH3:32])[CH2:27][CH2:28][C:22]=3[CH:21]=2)=[N:15][CH:16]=1. (5) Given the reactants N1C2C(=CC=CN=2)C(C(=O)C([O-])=O)=C1.[K+:15].C([O:18][C:19](=[O:35])[C:20]([C:22]1[C:30]2[C:25](=[C:26]([O:33][CH3:34])[N:27]=[CH:28][C:29]=2[O:31][CH3:32])[NH:24][CH:23]=1)=[O:21])C, predict the reaction product. The product is: [CH3:32][O:31][C:29]1[CH:28]=[N:27][C:26]([O:33][CH3:34])=[C:25]2[C:30]=1[C:22]([C:20](=[O:21])[C:19]([O-:35])=[O:18])=[CH:23][NH:24]2.[K+:15]. (6) The product is: [C:33]([NH:35][C:36]([NH:20][C:19]1[CH:21]=[CH:22][C:16]([O:15][C:6]2[C:5]3[C:10](=[CH:11][C:12]([O:13][CH3:14])=[C:3]([O:2][CH3:1])[CH:4]=3)[N:9]=[CH:8][CH:7]=2)=[CH:17][C:18]=1[F:23])=[S:37])(=[O:34])[C:27]1[CH:32]=[CH:31][CH:30]=[CH:29][CH:28]=1. Given the reactants [CH3:1][O:2][C:3]1[CH:4]=[C:5]2[C:10](=[CH:11][C:12]=1[O:13][CH3:14])[N:9]=[CH:8][CH:7]=[C:6]2[O:15][C:16]1[CH:22]=[CH:21][C:19]([NH2:20])=[C:18]([F:23])[CH:17]=1.C(O)C.[C:27]1([C:33]([N:35]=[C:36]=[S:37])=[O:34])[CH:32]=[CH:31][CH:30]=[CH:29][CH:28]=1, predict the reaction product. (7) Given the reactants Br[C:2]1[CH:3]=[N:4][CH:5]=[C:6]([Br:8])[CH:7]=1.[NH2:9][CH2:10][CH2:11][NH:12][C:13](=[O:19])[O:14][C:15]([CH3:18])([CH3:17])[CH3:16].CC1(C)C2C(=C(P(C3C=CC=CC=3)C3C=CC=CC=3)C=CC=2)OC2C(P(C3C=CC=CC=3)C3C=CC=CC=3)=CC=CC1=2.C(=O)([O-])[O-].[Cs+].[Cs+], predict the reaction product. The product is: [Br:8][C:6]1[CH:7]=[C:2]([NH:9][CH2:10][CH2:11][NH:12][C:13](=[O:19])[O:14][C:15]([CH3:17])([CH3:16])[CH3:18])[CH:3]=[N:4][CH:5]=1. (8) The product is: [Br:17][C:9]1[CH:10]=[C:11]([N+:14]([O-:16])=[O:15])[CH:12]=[CH:13][C:8]=1[F:7]. Given the reactants O.S(=O)(=O)(O)O.[F:7][C:8]1[CH:13]=[CH:12][C:11]([N+:14]([O-:16])=[O:15])=[CH:10][CH:9]=1.[Br:17]Br, predict the reaction product. (9) Given the reactants [C:1]([C:3]1[CH:4]=[CH:5][C:6]([O:26][CH3:27])=[C:7]([C:9]2[C:14]([O:15][CH3:16])=[C:13]([CH:17]=O)[CH:12]=[C:11]([C:19]([CH3:25])([CH3:24])[C:20]([O:22][CH3:23])=[O:21])[CH:10]=2)[CH:8]=1)#[N:2].C(O)(C)C.S(S([O-])=O)([O-])(=O)=O.[Na+].[Na+].Cl.[NH2:42][C:43]1[CH:44]=[C:45]([CH:49]=[CH:50][C:51]=1[NH2:52])[C:46]([NH2:48])=[NH:47], predict the reaction product. The product is: [C:46]([C:45]1[CH:49]=[CH:50][C:51]2[NH:52][C:17]([C:13]3[CH:12]=[C:11]([C:19]([CH3:25])([CH3:24])[C:20]([O:22][CH3:23])=[O:21])[CH:10]=[C:9]([C:7]4[CH:8]=[C:3]([C:1]#[N:2])[CH:4]=[CH:5][C:6]=4[O:26][CH3:27])[C:14]=3[O:15][CH3:16])=[N:42][C:43]=2[CH:44]=1)(=[NH:47])[NH2:48].